The task is: Predict which catalyst facilitates the given reaction.. This data is from Catalyst prediction with 721,799 reactions and 888 catalyst types from USPTO. (1) Product: [CH2:3]([N:10]1[C:18]2[C:17]([O:19][C:20]3[C:25]([CH3:26])=[CH:24][C:23]([CH3:27])=[CH:22][C:21]=3[CH3:28])=[N:16][C:15]([NH:10][C:3]3[CH:32]=[CH:33][C:34]([C:35]#[N:31])=[CH:5][CH:4]=3)=[N:14][C:13]=2[CH:12]=[CH:11]1)[C:4]1[CH:9]=[CH:8][CH:7]=[CH:6][CH:5]=1. Reactant: [H-].[Na+].[CH2:3]([N:10]1[C:18]2[C:17]([O:19][C:20]3[C:25]([CH3:26])=[CH:24][C:23]([CH3:27])=[CH:22][C:21]=3[CH3:28])=[N:16][C:15](F)=[N:14][C:13]=2[CH:12]=[CH:11]1)[C:4]1[CH:9]=[CH:8][CH:7]=[CH:6][CH:5]=1.C[N:31]1[C:35](=O)[CH2:34][CH2:33][CH2:32]1. The catalyst class is: 6. (2) Reactant: [Si:1]([O:8][CH:9]1[CH2:13][CH2:12][O:11][C:10]1=[O:14])([C:4]([CH3:7])([CH3:6])[CH3:5])([CH3:3])[CH3:2].[NH3:15]. Product: [Si:1]([O:8][C@@H:9]([CH2:13][CH2:12][OH:11])[C:10]([NH2:15])=[O:14])([C:4]([CH3:7])([CH3:6])[CH3:5])([CH3:3])[CH3:2]. The catalyst class is: 5. (3) Reactant: [C:1]([O:5][C:6](=[O:20])[N:7]([CH2:9][C@H:10]1[CH2:15][CH2:14][C@H:13]([CH:16]=[C:17](Br)Br)[CH2:12][CH2:11]1)[CH3:8])([CH3:4])([CH3:3])[CH3:2].C([Li])CCC.[CH2:26]=[O:27]. Product: [C:1]([O:5][C:6](=[O:20])[N:7]([CH2:9][C@H:10]1[CH2:15][CH2:14][C@H:13]([C:16]#[C:17][CH2:26][OH:27])[CH2:12][CH2:11]1)[CH3:8])([CH3:4])([CH3:3])[CH3:2]. The catalyst class is: 7. (4) Reactant: C(OC([N:8]1[CH2:12][C@@H:11]([CH2:13][N:14]([CH:31]([CH3:33])[CH3:32])[C:15](=[O:30])[C:16]2[CH:21]=[CH:20][C:19]([O:22][CH3:23])=[C:18]([O:24][CH2:25][CH2:26][CH2:27][O:28][CH3:29])[CH:17]=2)[C@H:10]([NH2:34])[CH2:9]1)=O)(C)(C)C.[CH:35]1([C:41](Cl)=[O:42])[CH2:40][CH2:39][CH2:38][CH2:37][CH2:36]1.CC#N.O.CC#N. Product: [CH:35]1([C:41]([NH:34][C@@H:10]2[CH2:9][NH:8][CH2:12][C@H:11]2[CH2:13][N:14]([CH:31]([CH3:32])[CH3:33])[C:15](=[O:30])[C:16]2[CH:21]=[CH:20][C:19]([O:22][CH3:23])=[C:18]([O:24][CH2:25][CH2:26][CH2:27][O:28][CH3:29])[CH:17]=2)=[O:42])[CH2:40][CH2:39][CH2:38][CH2:37][CH2:36]1. The catalyst class is: 6. (5) Reactant: CCN=C=NCCCN(C)C.Cl.[NH:13]([C:25]([O:27][C:28]([CH3:31])([CH3:30])[CH3:29])=[O:26])[C@H:14]([C:22]([OH:24])=O)[CH2:15][C:16]1[CH:21]=[CH:20][CH:19]=[CH:18][CH:17]=1.[NH2:32][C:33]1[CH:38]=[CH:37][CH:36]=[CH:35][CH:34]=1. Product: [NH:13]([C:25]([O:27][C:28]([CH3:31])([CH3:30])[CH3:29])=[O:26])[C@H:14]([C:22]([NH:32][C:33]1[CH:38]=[CH:37][CH:36]=[CH:35][CH:34]=1)=[O:24])[CH2:15][C:16]1[CH:17]=[CH:18][CH:19]=[CH:20][CH:21]=1. The catalyst class is: 1. (6) Reactant: [S:1]1[CH:5]=[C:4]([C:6]2[N:14]=[C:13]3[C:9]([N:10]=[CH:11][N:12]3[CH:15]([CH3:17])[CH3:16])=[C:8]([NH:18][CH2:19][CH2:20][C:21]3[C:29]4[C:24](=[CH:25][CH:26]=[C:27]([OH:30])[CH:28]=4)[NH:23][CH:22]=3)[N:7]=2)[C:3]2[CH:31]=[CH:32][CH:33]=[CH:34][C:2]1=2.[C:35]([O:39][C:40]([NH:42][CH2:43][CH2:44][CH2:45][CH2:46][CH2:47][C:48](O)=[O:49])=[O:41])([CH3:38])([CH3:37])[CH3:36].CCN(CC)CC.CN(C(ON1N=NC2C=CC=NC1=2)=[N+](C)C)C.F[P-](F)(F)(F)(F)F. Product: [C:35]([O:39][C:40]([NH:42][CH2:43][CH2:44][CH2:45][CH2:46][CH2:47][C:48]([O:30][C:27]1[CH:28]=[C:29]2[C:24](=[CH:25][CH:26]=1)[NH:23][CH:22]=[C:21]2[CH2:20][CH2:19][NH:18][C:8]1[N:7]=[C:6]([C:4]2[C:3]3[CH:31]=[CH:32][CH:33]=[CH:34][C:2]=3[S:1][CH:5]=2)[N:14]=[C:13]2[C:9]=1[N:10]=[CH:11][N:12]2[CH:15]([CH3:17])[CH3:16])=[O:49])=[O:41])([CH3:38])([CH3:37])[CH3:36]. The catalyst class is: 3. (7) Reactant: C(OC([NH:11][C:12]1([PH:20]([NH:22][C:23](=[O:30])[C:24]2[CH:29]=[CH:28][CH:27]=[CH:26][CH:25]=2)=[O:21])[CH2:17][CH2:16][CH2:15][N:14]([NH2:18])[C:13]1=[O:19])=O)C1C=CC=CC=1. Product: [NH2:11][C:12]1([PH:20]([NH:22][C:23](=[O:30])[C:24]2[CH:29]=[CH:28][CH:27]=[CH:26][CH:25]=2)=[O:21])[CH2:17][CH2:16][CH2:15][N:14]([NH2:18])[C:13]1=[O:19]. The catalyst class is: 29.